The task is: Predict the reaction yield, written as a fraction of the theoretical maximum amount of product (1.0 means a 100% yield; for example, 0.34 means a 34% yield).. This data is from Reaction yield outcomes from USPTO patents with 853,638 reactions. The catalyst is ClCCl.C(OCC)(=O)C. The yield is 0.200. The reactants are [OH:1][C:2]1[C:7]([CH:8]([CH3:10])[CH3:9])=[N:6][N:5]([CH2:11][C:12]2[CH:17]=[CH:16][CH:15]=[CH:14][CH:13]=2)[C:4](=[O:18])[C:3]=1[C:19]([O:21]CC)=O.CC(C)[C:26](=O)[C:27]([O:29]CC)=[O:28].C(O)(=O)C.[N:38]12CCCC=C1CCCCN2.Cl. The product is [OH:1][C:2]1[C:7]([CH:8]([CH3:9])[CH3:10])=[N:6][N:5]([CH2:11][C:12]2[CH:13]=[CH:14][CH:15]=[CH:16][CH:17]=2)[C:4](=[O:18])[C:3]=1[C:19]([NH:38][CH2:26][C:27]([OH:29])=[O:28])=[O:21].